From a dataset of Peptide-MHC class I binding affinity with 185,985 pairs from IEDB/IMGT. Regression. Given a peptide amino acid sequence and an MHC pseudo amino acid sequence, predict their binding affinity value. This is MHC class I binding data. (1) The peptide sequence is ATNNLGFMY. The MHC is HLA-B08:02 with pseudo-sequence HLA-B08:02. The binding affinity (normalized) is 0.0847. (2) The peptide sequence is NTVVRDFENY. The MHC is HLA-A11:01 with pseudo-sequence HLA-A11:01. The binding affinity (normalized) is 0.422. (3) The peptide sequence is WTEHRQVRY. The MHC is HLA-A01:01 with pseudo-sequence HLA-A01:01. The binding affinity (normalized) is 0.619. (4) The peptide sequence is RVFDKADGK. The MHC is HLA-B48:01 with pseudo-sequence HLA-B48:01. The binding affinity (normalized) is 0.0847. (5) The peptide sequence is HPVHAGPIA. The MHC is H-2-Db with pseudo-sequence H-2-Db. The binding affinity (normalized) is 0. (6) The binding affinity (normalized) is 0.0352. The peptide sequence is ENPYKTWAYH. The MHC is HLA-A26:01 with pseudo-sequence HLA-A26:01.